From a dataset of Forward reaction prediction with 1.9M reactions from USPTO patents (1976-2016). Predict the product of the given reaction. (1) The product is: [C:1]([O:4][CH2:5][C:6]1[CH:7]=[CH:8][C:9]([CH2:13][C:14]2[CH:15]=[CH:16][C:17]([O:20][CH3:21])=[CH:18][CH:19]=2)=[C:10]([O:12][CH2:22][C:23]2[CH:28]=[CH:27][CH:26]=[CH:25][CH:24]=2)[CH:11]=1)(=[O:3])[CH3:2]. Given the reactants [C:1]([O:4][CH2:5][C:6]1[CH:7]=[CH:8][C:9]([CH2:13][C:14]2[CH:19]=[CH:18][C:17]([O:20][CH3:21])=[CH:16][CH:15]=2)=[C:10]([OH:12])[CH:11]=1)(=[O:3])[CH3:2].[CH2:22](Br)[C:23]1[CH:28]=[CH:27][CH:26]=[CH:25][CH:24]=1.C(=O)([O-])[O-].[K+].[K+].O, predict the reaction product. (2) Given the reactants Cl[C:2]1[CH:13]=[CH:12][C:5]([C:6]([NH:8][CH:9]([CH3:11])[CH3:10])=[O:7])=[C:4]([NH:14][CH2:15][C:16]2[CH:21]=[CH:20][CH:19]=[CH:18][CH:17]=2)[CH:3]=1.C(N(C(C)C)CC)(C)C.[CH3:31][N:32]1[C:36]([S:37](Cl)(=[O:39])=[O:38])=[CH:35][CH:34]=[N:33]1.[Cl:41]CCl, predict the reaction product. The product is: [Cl:41][C:19]1[CH:20]=[CH:21][C:16]([CH2:15][N:14]([C:4]2[CH:3]=[CH:2][CH:13]=[CH:12][C:5]=2[C:6]([NH:8][CH:9]([CH3:11])[CH3:10])=[O:7])[S:37]([C:36]2[N:32]([CH3:31])[N:33]=[CH:34][CH:35]=2)(=[O:39])=[O:38])=[CH:17][CH:18]=1. (3) Given the reactants [Cl:1][C:2]1[CH:26]=[CH:25][C:5]([C:6]([NH:8][CH:9]([CH2:13][C:14]2[C:23]3[C:18](=[CH:19][CH:20]=[CH:21][CH:22]=3)[NH:17][C:16](=[O:24])[CH:15]=2)[C:10]([OH:12])=[S:11])=[O:7])=[CH:4][CH:3]=1.[C:27]([C:29]1[CH:30]=[C:31]([CH:34]=[CH:35][CH:36]=1)[CH2:32]Cl)#[N:28], predict the reaction product. The product is: [Cl:1][C:2]1[CH:3]=[CH:4][C:5]([C:6]([NH:8][CH:9]([CH2:13][C:14]2[C:23]3[C:18](=[CH:19][CH:20]=[CH:21][CH:22]=3)[NH:17][C:16](=[O:24])[CH:15]=2)[C:10]([S:11][CH2:32][C:31]2[CH:34]=[CH:35][CH:36]=[C:29]([C:27]#[N:28])[CH:30]=2)=[O:12])=[O:7])=[CH:25][CH:26]=1.